Dataset: Full USPTO retrosynthesis dataset with 1.9M reactions from patents (1976-2016). Task: Predict the reactants needed to synthesize the given product. (1) Given the product [CH:46]1([CH:52]2[CH2:53][C:25]2([C:22]2[N:23]=[N:24][N:20]([C:1]([C:2]3[CH:7]=[CH:6][CH:5]=[CH:4][CH:3]=3)([C:8]3[CH:13]=[CH:12][CH:11]=[CH:10][CH:9]=3)[C:14]3[CH:15]=[CH:16][CH:17]=[CH:18][CH:19]=3)[N:21]=2)[C:26]#[N:27])[CH2:51][CH2:50][CH2:49][CH2:48][CH2:47]1, predict the reactants needed to synthesize it. The reactants are: [C:1]([N:20]1[N:24]=[N:23][C:22]([CH2:25][C:26]#[N:27])=[N:21]1)([C:14]1[CH:19]=[CH:18][CH:17]=[CH:16][CH:15]=1)([C:8]1[CH:13]=[CH:12][CH:11]=[CH:10][CH:9]=1)[C:2]1[CH:7]=[CH:6][CH:5]=[CH:4][CH:3]=1.C1(C=O)CCCCC1.[OH-].[Na+].[I-].C[S+](C)(C)=O.[H-].[Na+].[CH:46]1([CH:52]=[C:53](C2N=NN(C(C3C=CC=CC=3)(C3C=CC=CC=3)C3C=CC=CC=3)N=2)C#N)[CH2:51][CH2:50][CH2:49][CH2:48][CH2:47]1. (2) Given the product [Br:12][C:13]1[CH:21]=[C:20]([CH3:22])[C:19]2[C:15](=[CH:16][N:17]([C:2]3([CH3:1])[CH2:5][CH2:4][CH2:3]3)[N:18]=2)[CH:14]=1, predict the reactants needed to synthesize it. The reactants are: [CH3:1][C:2]1(O)[CH2:5][CH2:4][CH2:3]1.S(=O)(=O)(O)O.[Br:12][C:13]1[CH:14]=[C:15]2[C:19](=[C:20]([CH3:22])[CH:21]=1)[NH:18][N:17]=[CH:16]2.C(=O)(O)[O-].[Na+]. (3) Given the product [CH3:16][C:17]1[N:8]2[CH:7]=[C:6]([C:9]3([C:12]([OH:14])=[O:13])[CH2:11][CH2:10]3)[CH:5]=[CH:4][C:3]2=[N:1][N:2]=1, predict the reactants needed to synthesize it. The reactants are: [NH:1]([C:3]1[N:8]=[CH:7][C:6]([C:9]2([C:12]([O:14]C)=[O:13])[CH2:11][CH2:10]2)=[CH:5][CH:4]=1)[NH2:2].[CH:16](=O)[CH3:17].C(O)(=O)C.C(O)(=O)C.C(O)(=O)C.IC1C=CC=CC=1. (4) Given the product [Cl:1][C:2]1[CH:7]=[CH:6][CH:5]=[CH:4][C:3]=1[CH2:8][N:9]1[CH:13]=[C:12]([C:14]2[CH:19]=[C:18]([CH2:20][OH:21])[CH:17]=[CH:16][N:15]=2)[N:11]=[CH:10]1, predict the reactants needed to synthesize it. The reactants are: [Cl:1][C:2]1[CH:7]=[CH:6][CH:5]=[CH:4][C:3]=1[CH2:8][N:9]1[CH:13]=[C:12]([C:14]2[CH:19]=[C:18]([C:20](O)=[O:21])[CH:17]=[CH:16][N:15]=2)[N:11]=[CH:10]1.[H-].[H-].[H-].[H-].[Li+].[Al+3].O.[OH-].[Na+]. (5) Given the product [Br:17][C:8]1[CH:9]=[CH:10][N:5]([CH2:1][CH2:2][CH2:3][CH3:4])[C:6](=[O:14])[C:7]=1[C:12]#[N:13], predict the reactants needed to synthesize it. The reactants are: [CH2:1]([N:5]1[CH:10]=[CH:9][C:8](O)=[C:7]([C:12]#[N:13])[C:6]1=[O:14])[CH2:2][CH2:3][CH3:4].P(Br)(Br)([Br:17])=O.